From a dataset of Catalyst prediction with 721,799 reactions and 888 catalyst types from USPTO. Predict which catalyst facilitates the given reaction. Reactant: [Cl:1][C:2]1[CH:10]=[N:9][CH:8]=[CH:7][C:3]=1[C:4]([OH:6])=O.F[P-](F)(F)(F)(F)F.C[N:19](C(=[N+](C)C)ON1C2=NC=CC=C2N=N1)C.C(N(C(C)C)C(C)C)C.[F:44][C:45]1[CH:46]=[N:47][CH:48]=[CH:49][C:50]=1[C:51]1[C:52]([C:59]2[CH:60]=[N:61][CH:62]=[CH:63][CH:64]=2)=[N:53][C:54]([NH2:58])=[C:55](N)[CH:56]=1. Product: [NH2:58][C:54]1([NH:19][C:4](=[O:6])[C:3]2[CH:7]=[CH:8][N:9]=[CH:10][C:2]=2[Cl:1])[NH:53][C:52]([C:59]2[CH:60]=[N:61][CH:62]=[CH:63][CH:64]=2)=[C:51]([C:50]2[CH:49]=[CH:48][N:47]=[CH:46][C:45]=2[F:44])[CH:56]=[CH:55]1. The catalyst class is: 3.